This data is from Forward reaction prediction with 1.9M reactions from USPTO patents (1976-2016). The task is: Predict the product of the given reaction. (1) Given the reactants [F:1][C:2]1[CH:32]=[C:31]([N+:33]([O-:35])=[O:34])[CH:30]=[CH:29][C:3]=1[O:4][C:5]1[CH:10]=[CH:9][N:8]=[C:7]2[CH:11]=[C:12]([C:14]3[N:15]([CH3:28])[C:16]([CH2:19][NH:20][CH2:21][CH2:22][CH2:23][C:24]([O:26]C)=O)=[CH:17][N:18]=3)[S:13][C:6]=12, predict the reaction product. The product is: [F:1][C:2]1[CH:32]=[C:31]([N+:33]([O-:35])=[O:34])[CH:30]=[CH:29][C:3]=1[O:4][C:5]1[CH:10]=[CH:9][N:8]=[C:7]2[CH:11]=[C:12]([C:14]3[N:15]([CH3:28])[C:16]([CH2:19][N:20]4[CH2:21][CH2:22][CH2:23][C:24]4=[O:26])=[CH:17][N:18]=3)[S:13][C:6]=12. (2) Given the reactants C(OC(=O)[NH:7][CH:8]([C:13](=[O:25])[NH:14][CH:15]1[C:23]2[C:18](=[CH:19][CH:20]=[CH:21][CH:22]=2)[CH2:17][CH:16]1[OH:24])[C:9]([CH3:12])([CH3:11])[CH3:10])(C)(C)C.C1(C)C=CC=CC=1, predict the reaction product. The product is: [NH2:7][CH:8]([C:9]([CH3:12])([CH3:11])[CH3:10])[C:13]([NH:14][CH:15]1[C:23]2[C:18](=[CH:19][CH:20]=[CH:21][CH:22]=2)[CH2:17][CH:16]1[OH:24])=[O:25]. (3) The product is: [Cl:26][C:28]1[CH:29]=[C:30]2[C:31]([CH:42]([NH:39][C:12](=[O:14])[CH2:11][C:1]3[C:10]4[C:5](=[CH:6][CH:7]=[CH:8][CH:9]=4)[CH:4]=[CH:3][CH:2]=3)[CH2:43][C:48]3([O:47]2)[CH2:44][CH2:45][CH2:46]3)=[CH:32][CH:27]=1. Given the reactants [C:1]1([CH2:11][C:12]([OH:14])=O)[C:10]2[C:5](=[CH:6][CH:7]=[CH:8][CH:9]=2)[CH:4]=[CH:3][CH:2]=1.CCN=C=NCCCN(C)C.[ClH:26].[CH:27]1[CH:28]=[CH:29][C:30]2N(O)N=N[C:31]=2[CH:32]=1.C([N:39]([CH2:42][CH3:43])CC)C.[CH2:44]1[CH2:48][O:47][CH2:46][CH2:45]1, predict the reaction product. (4) Given the reactants [OH-].[Na+].C[O:4][C:5](=[O:34])/[CH:6]=[CH:7]/[C:8]1[CH:9]=[C:10]2[C:30](=[CH:31][CH:32]=1)[O:29][C:13]1([CH2:18][CH2:17][N:16]([CH2:19][C:20]3[C:28]4[C:23](=[CH:24][CH:25]=[CH:26][CH:27]=4)[NH:22][CH:21]=3)[CH2:15][CH2:14]1)[CH2:12][C:11]2=[O:33].Cl, predict the reaction product. The product is: [NH:22]1[C:23]2[C:28](=[CH:27][CH:26]=[CH:25][CH:24]=2)[C:20]([CH2:19][N:16]2[CH2:17][CH2:18][C:13]3([CH2:12][C:11](=[O:33])[C:10]4[C:30](=[CH:31][CH:32]=[C:8](/[CH:7]=[CH:6]/[C:5]([OH:34])=[O:4])[CH:9]=4)[O:29]3)[CH2:14][CH2:15]2)=[CH:21]1. (5) Given the reactants [O:1]1[C:5]2[CH:6]=[CH:7][C:8]([C:10]3([C:13]([NH:15][C:16]4[CH:21]=[C:20]([C:22]5[CH:27]=[CH:26][C:25]([C:28](=[O:32])[N:29]([CH3:31])[CH3:30])=[CH:24][CH:23]=5)[C:19]([C:33]([O:35]C)=[O:34])=[CH:18][CH:17]=4)=[O:14])[CH2:12][CH2:11]3)=[CH:9][C:4]=2[O:3][CH2:2]1, predict the reaction product. The product is: [O:1]1[C:5]2[CH:6]=[CH:7][C:8]([C:10]3([C:13]([NH:15][C:16]4[CH:21]=[C:20]([C:22]5[CH:27]=[CH:26][C:25]([C:28](=[O:32])[N:29]([CH3:31])[CH3:30])=[CH:24][CH:23]=5)[C:19]([C:33]([OH:35])=[O:34])=[CH:18][CH:17]=4)=[O:14])[CH2:12][CH2:11]3)=[CH:9][C:4]=2[O:3][CH2:2]1. (6) Given the reactants [CH3:1][C:2]1[C:6]2[CH:7]=[CH:8][C:9]([C:11]([F:14])([F:13])[F:12])=[CH:10][C:5]=2[S:4][C:3]=1[CH:15]([O:19][CH2:20][CH2:21][CH3:22])[CH2:16][CH2:17]O.C1(P(C2C=CC=CC=2)C2C=CC=CC=2)C=CC=CC=1.C(Br)(Br)(Br)[Br:43], predict the reaction product. The product is: [Br:43][CH2:17][CH2:16][CH:15]([C:3]1[S:4][C:5]2[CH:10]=[C:9]([C:11]([F:14])([F:13])[F:12])[CH:8]=[CH:7][C:6]=2[C:2]=1[CH3:1])[O:19][CH2:20][CH2:21][CH3:22].